From a dataset of Full USPTO retrosynthesis dataset with 1.9M reactions from patents (1976-2016). Predict the reactants needed to synthesize the given product. (1) Given the product [Br:19][CH2:20][C:21]([NH:4][CH2:3][C:2]([F:9])([F:1])[C:5]([F:8])([F:7])[F:6])=[O:22], predict the reactants needed to synthesize it. The reactants are: [F:1][C:2]([F:9])([C:5]([F:8])([F:7])[F:6])[CH2:3][NH2:4].CN(C)C1C=CC=CC=1.[Br:19][CH2:20][C:21](Br)=[O:22]. (2) Given the product [F:18][C:15]1[CH:14]=[CH:13][C:12]([C:5]2[C:6]3[C:11](=[CH:10][CH:9]=[CH:8][CH:7]=3)[C:2]([OH:1])=[CH:3][C:4]=2[C:19]([OH:21])=[O:20])=[CH:17][CH:16]=1, predict the reactants needed to synthesize it. The reactants are: [OH:1][C:2]1[C:11]2[C:6](=[CH:7][CH:8]=[CH:9][CH:10]=2)[C:5]([C:12]2[CH:17]=[CH:16][C:15]([F:18])=[CH:14][CH:13]=2)=[C:4]([C:19]([O:21]C2C=CC=CC=2)=[O:20])[CH:3]=1.[OH-].[Na+]. (3) Given the product [OH:20][CH2:19][C:18]([CH3:23])([CH3:22])[C:17]([NH:1][CH:2]1[CH2:7][CH2:6][CH:5]([NH:8][C:9](=[O:15])[O:10][C:11]([CH3:12])([CH3:14])[CH3:13])[CH2:4][CH2:3]1)=[O:16], predict the reactants needed to synthesize it. The reactants are: [NH2:1][CH:2]1[CH2:7][CH2:6][CH:5]([NH:8][C:9](=[O:15])[O:10][C:11]([CH3:14])([CH3:13])[CH3:12])[CH2:4][CH2:3]1.[OH:16][CH2:17][C:18]([CH3:23])([CH3:22])[C:19](O)=[O:20].C(N(CC)CC)C.Cl.CN(C)CCCN=C=NCC.ON1C2C=CC=CC=2N=N1. (4) Given the product [C:16]1([CH:15]=[N:7][CH2:6][C:5]([O:4][CH2:2][CH3:3])=[O:14])[CH:21]=[CH:20][CH:19]=[CH:18][CH:17]=1, predict the reactants needed to synthesize it. The reactants are: Cl.[CH2:2]([O:4][C:5](=[O:14])[CH2:6][NH:7]C1C=CC=CC=1)[CH3:3].[CH:15](=O)[C:16]1[CH:21]=[CH:20][CH:19]=[CH:18][CH:17]=1.S([O-])([O-])(=O)=O.[Mg+2].C(N(CC)CC)C.